Dataset: Forward reaction prediction with 1.9M reactions from USPTO patents (1976-2016). Task: Predict the product of the given reaction. (1) Given the reactants [Cl:1][C:2]1[CH:3]=[CH:4][C:5]2[C:11]3[N:12]=[C:13]([NH:16][C:17]4[CH:25]=[CH:24][C:20]([C:21](O)=[O:22])=[CH:19][CH:18]=4)[N:14]=[CH:15][C:10]=3[CH2:9][C:8](=[O:26])[NH:7][C:6]=2[CH:27]=1.ClC(Cl)(Cl)C#N.C(N(CC)CC)C.[CH3:41][O:42][C:43]1[CH:48]=[CH:47][C:46]([NH2:49])=[CH:45][CH:44]=1, predict the reaction product. The product is: [Cl:1][C:2]1[CH:3]=[CH:4][C:5]2[C:11]3[N:12]=[C:13]([NH:16][C:17]4[CH:18]=[CH:19][C:20]([C:21]([NH:49][C:46]5[CH:47]=[CH:48][C:43]([O:42][CH3:41])=[CH:44][CH:45]=5)=[O:22])=[CH:24][CH:25]=4)[N:14]=[CH:15][C:10]=3[CH2:9][C:8](=[O:26])[NH:7][C:6]=2[CH:27]=1. (2) Given the reactants [CH3:1][CH:2]([N:4]1[N:8]=[C:7]([C:9]([O:11]CC)=[O:10])[CH:6]=[N:5]1)[CH3:3].[OH-].[Na+], predict the reaction product. The product is: [CH3:3][CH:2]([N:4]1[N:8]=[C:7]([C:9]([OH:11])=[O:10])[CH:6]=[N:5]1)[CH3:1]. (3) Given the reactants Cl[C:2]1[N:7]=[C:6]([O:8][CH3:9])[C:5]([F:10])=[CH:4][N:3]=1.[F:11][C:12]1[CH:13]=[CH:14][C:15]2[N:16]([CH:18]=[CH:19][N:20]=2)[CH:17]=1.COC1C=CN=C(C2N3C=C(C#N)C=CC3=NC=2)N=1, predict the reaction product. The product is: [F:11][C:12]1[CH:13]=[CH:14][C:15]2[N:16]([C:18]([C:2]3[N:7]=[C:6]([O:8][CH3:9])[C:5]([F:10])=[CH:4][N:3]=3)=[CH:19][N:20]=2)[CH:17]=1.